This data is from NCI-60 drug combinations with 297,098 pairs across 59 cell lines. The task is: Regression. Given two drug SMILES strings and cell line genomic features, predict the synergy score measuring deviation from expected non-interaction effect. (1) Drug 2: C(CN)CNCCSP(=O)(O)O. Synergy scores: CSS=-4.96, Synergy_ZIP=2.73, Synergy_Bliss=2.08, Synergy_Loewe=-0.304, Synergy_HSA=-1.12. Drug 1: C1CC(C1)(C(=O)O)C(=O)O.[NH2-].[NH2-].[Pt+2]. Cell line: CAKI-1. (2) Drug 1: C1=CC(=CC=C1CC(C(=O)O)N)N(CCCl)CCCl.Cl. Drug 2: CCCCC(=O)OCC(=O)C1(CC(C2=C(C1)C(=C3C(=C2O)C(=O)C4=C(C3=O)C=CC=C4OC)O)OC5CC(C(C(O5)C)O)NC(=O)C(F)(F)F)O. Cell line: MDA-MB-231. Synergy scores: CSS=10.6, Synergy_ZIP=-4.39, Synergy_Bliss=-3.93, Synergy_Loewe=-5.29, Synergy_HSA=-4.50. (3) Drug 1: C1CCC(C1)C(CC#N)N2C=C(C=N2)C3=C4C=CNC4=NC=N3. Drug 2: COC1=NC(=NC2=C1N=CN2C3C(C(C(O3)CO)O)O)N. Cell line: NCI-H460. Synergy scores: CSS=-0.0180, Synergy_ZIP=0.321, Synergy_Bliss=-2.10, Synergy_Loewe=-1.91, Synergy_HSA=-3.24. (4) Drug 1: C1CN(CCN1C(=O)CCBr)C(=O)CCBr. Drug 2: C1C(C(OC1N2C=NC(=NC2=O)N)CO)O. Cell line: UACC-257. Synergy scores: CSS=16.0, Synergy_ZIP=-5.07, Synergy_Bliss=-0.766, Synergy_Loewe=-3.10, Synergy_HSA=-3.10. (5) Drug 2: C1=NC2=C(N1)C(=S)N=C(N2)N. Drug 1: C1=CC(=CC=C1CCC2=CNC3=C2C(=O)NC(=N3)N)C(=O)NC(CCC(=O)O)C(=O)O. Cell line: SK-OV-3. Synergy scores: CSS=51.5, Synergy_ZIP=-6.06, Synergy_Bliss=-9.43, Synergy_Loewe=-5.01, Synergy_HSA=-3.82. (6) Drug 1: COC1=CC(=CC(=C1O)OC)C2C3C(COC3=O)C(C4=CC5=C(C=C24)OCO5)OC6C(C(C7C(O6)COC(O7)C8=CC=CS8)O)O. Drug 2: CCC1=C2CN3C(=CC4=C(C3=O)COC(=O)C4(CC)O)C2=NC5=C1C=C(C=C5)O. Cell line: HT29. Synergy scores: CSS=45.1, Synergy_ZIP=4.19, Synergy_Bliss=4.80, Synergy_Loewe=6.27, Synergy_HSA=7.53. (7) Drug 1: COC1=C(C=C2C(=C1)N=CN=C2NC3=CC(=C(C=C3)F)Cl)OCCCN4CCOCC4. Drug 2: CC1CCCC2(C(O2)CC(NC(=O)CC(C(C(=O)C(C1O)C)(C)C)O)C(=CC3=CSC(=N3)C)C)C. Cell line: OVCAR3. Synergy scores: CSS=36.2, Synergy_ZIP=3.08, Synergy_Bliss=4.82, Synergy_Loewe=5.55, Synergy_HSA=5.44. (8) Drug 1: C1CC(=O)NC(=O)C1N2CC3=C(C2=O)C=CC=C3N. Drug 2: CCN(CC)CCNC(=O)C1=C(NC(=C1C)C=C2C3=C(C=CC(=C3)F)NC2=O)C. Cell line: NCI-H460. Synergy scores: CSS=3.66, Synergy_ZIP=-0.701, Synergy_Bliss=-0.620, Synergy_Loewe=-1.41, Synergy_HSA=-2.48. (9) Drug 1: CN(C)C1=NC(=NC(=N1)N(C)C)N(C)C. Drug 2: CC1=CC=C(C=C1)C2=CC(=NN2C3=CC=C(C=C3)S(=O)(=O)N)C(F)(F)F. Cell line: SK-OV-3. Synergy scores: CSS=-2.37, Synergy_ZIP=-0.491, Synergy_Bliss=-2.53, Synergy_Loewe=-4.29, Synergy_HSA=-3.31.